This data is from Reaction yield outcomes from USPTO patents with 853,638 reactions. The task is: Predict the reaction yield, written as a fraction of the theoretical maximum amount of product (1.0 means a 100% yield; for example, 0.34 means a 34% yield). (1) The reactants are [CH3:1][O:2][C:3]([CH:5](P(OC)(OC)=O)[NH:6][C:7]([O:9][CH2:10][C:11]1[CH:16]=[CH:15][CH:14]=[CH:13][CH:12]=1)=[O:8])=[O:4].N12CCCN=C1CCCCC2.[F:34][C:35]1[CH:42]=[CH:41][CH:40]=[C:39]([F:43])[C:36]=1[CH:37]=O.C(OCC)C. The catalyst is C(Cl)Cl. The product is [CH3:1][O:2][C:3](=[O:4])[C:5]([NH:6][C:7]([O:9][CH2:10][C:11]1[CH:12]=[CH:13][CH:14]=[CH:15][CH:16]=1)=[O:8])=[CH:37][C:36]1[C:35]([F:34])=[CH:42][CH:41]=[CH:40][C:39]=1[F:43]. The yield is 0.720. (2) The reactants are [CH3:1][C:2]1[N:7]2[N:8]=[C:9]([CH2:11][CH2:12][C:13]3[N:22]=[C:21]4[C:16]([CH2:17][CH2:18][CH:19]([CH3:30])[N:20]4C(OC(C)(C)C)=O)=[CH:15][CH:14]=3)[N:10]=[C:6]2[C:5]([CH3:31])=[N:4][CH:3]=1. The catalyst is FC(F)(F)C(O)=O. The product is [CH3:1][C:2]1[N:7]2[N:8]=[C:9]([CH2:11][CH2:12][C:13]3[N:22]=[C:21]4[C:16]([CH2:17][CH2:18][CH:19]([CH3:30])[NH:20]4)=[CH:15][CH:14]=3)[N:10]=[C:6]2[C:5]([CH3:31])=[N:4][CH:3]=1. The yield is 0.880. (3) The reactants are C(N(CC)CC)C.[OH:8][CH:9]([C:15]1[CH:20]=[CH:19][N:18]=[CH:17][CH:16]=1)[C:10]([CH3:14])([CH3:13])[C:11]#[N:12].[C:21]1([CH3:31])[CH:26]=[CH:25][C:24]([S:27](Cl)(=[O:29])=[O:28])=[CH:23][CH:22]=1. The catalyst is ClCCl. The product is [CH3:13][C:10]([CH3:14])([CH:9]([C:15]1[CH:16]=[CH:17][N:18]=[CH:19][CH:20]=1)[O:8][S:27]([C:24]1[CH:25]=[CH:26][C:21]([CH3:31])=[CH:22][CH:23]=1)(=[O:29])=[O:28])[C:11]#[N:12]. The yield is 0.374. (4) The reactants are [CH2:1]([N:3]([CH2:34][CH3:35])[C:4]1[CH:9]=[CH:8][C:7]([C:10]2[CH:11]=[C:12]([C:21]3[CH:26]=[CH:25][C:24]([C:27]([O:29]CC)=[O:28])=[CH:23][CH:22]=3)[CH:13]=[CH:14][C:15]=2[O:16][CH2:17][CH2:18][CH2:19][OH:20])=[CH:6][C:5]=1[CH2:32][CH3:33])[CH3:2].[OH-].[Na+].Cl. The catalyst is O1CCCC1.O. The product is [CH2:34]([N:3]([CH2:1][CH3:2])[C:4]1[CH:9]=[CH:8][C:7]([C:10]2[CH:11]=[C:12]([C:21]3[CH:22]=[CH:23][C:24]([C:27]([OH:29])=[O:28])=[CH:25][CH:26]=3)[CH:13]=[CH:14][C:15]=2[O:16][CH2:17][CH2:18][CH2:19][OH:20])=[CH:6][C:5]=1[CH2:32][CH3:33])[CH3:35]. The yield is 0.310. (5) The reactants are [CH3:1][C:2]1([C:11]#[C:12][Si](C)(C)C)[CH2:10][C:6]2[CH:7]=[N:8][O:9][C:5]=2[CH:4]=[CH:3]1.C[O-].[Na+]. The catalyst is CCOCC.CO.C(Cl)Cl.CCOCC. The product is [C:11]([C:2]1([CH3:1])[CH2:10][CH:6]([C:7]#[N:8])[C:5](=[O:9])[CH:4]=[CH:3]1)#[CH:12]. The yield is 1.00. (6) The reactants are [Br:1][C:2]1[N:3]=[CH:4][C:5]([NH:8][C:9]2[CH:18]=[CH:17][C:12]([C:13]([O:15][CH3:16])=[O:14])=[CH:11][C:10]=2[N+:19]([O-])=O)=[N:6][CH:7]=1.[NH4+].[Cl-].CCOC(C)=O. The catalyst is C1COCC1.O.[Fe]. The product is [NH2:19][C:10]1[CH:11]=[C:12]([CH:17]=[CH:18][C:9]=1[NH:8][C:5]1[CH:4]=[N:3][C:2]([Br:1])=[CH:7][N:6]=1)[C:13]([O:15][CH3:16])=[O:14]. The yield is 0.740.